From a dataset of NCI-60 drug combinations with 297,098 pairs across 59 cell lines. Regression. Given two drug SMILES strings and cell line genomic features, predict the synergy score measuring deviation from expected non-interaction effect. (1) Drug 1: CCC(=C(C1=CC=CC=C1)C2=CC=C(C=C2)OCCN(C)C)C3=CC=CC=C3.C(C(=O)O)C(CC(=O)O)(C(=O)O)O. Drug 2: CC(C)NC(=O)C1=CC=C(C=C1)CNNC.Cl. Cell line: NCIH23. Synergy scores: CSS=4.97, Synergy_ZIP=-0.198, Synergy_Bliss=2.58, Synergy_Loewe=1.66, Synergy_HSA=1.07. (2) Drug 1: C1C(C(OC1N2C=C(C(=O)NC2=O)F)CO)O. Drug 2: CC12CCC3C(C1CCC2O)C(CC4=C3C=CC(=C4)O)CCCCCCCCCS(=O)CCCC(C(F)(F)F)(F)F. Cell line: HCT-15. Synergy scores: CSS=34.9, Synergy_ZIP=-4.68, Synergy_Bliss=-3.93, Synergy_Loewe=-32.1, Synergy_HSA=-1.57. (3) Drug 1: C1=CC(=CC=C1C#N)C(C2=CC=C(C=C2)C#N)N3C=NC=N3. Drug 2: CS(=O)(=O)OCCCCOS(=O)(=O)C. Cell line: HOP-62. Synergy scores: CSS=14.7, Synergy_ZIP=-7.10, Synergy_Bliss=-16.9, Synergy_Loewe=-0.338, Synergy_HSA=-8.83. (4) Drug 1: C1=CC=C(C=C1)NC(=O)CCCCCCC(=O)NO. Drug 2: CN(C(=O)NC(C=O)C(C(C(CO)O)O)O)N=O. Cell line: HT29. Synergy scores: CSS=8.28, Synergy_ZIP=-0.451, Synergy_Bliss=9.14, Synergy_Loewe=-18.1, Synergy_HSA=-0.170. (5) Drug 1: CC1=C(C(CCC1)(C)C)C=CC(=CC=CC(=CC(=O)O)C)C. Drug 2: CC1=C2C(C(=O)C3(C(CC4C(C3C(C(C2(C)C)(CC1OC(=O)C(C(C5=CC=CC=C5)NC(=O)OC(C)(C)C)O)O)OC(=O)C6=CC=CC=C6)(CO4)OC(=O)C)O)C)O. Cell line: SK-MEL-5. Synergy scores: CSS=2.74, Synergy_ZIP=11.8, Synergy_Bliss=16.8, Synergy_Loewe=13.1, Synergy_HSA=13.1.